From a dataset of Reaction yield outcomes from USPTO patents with 853,638 reactions. Predict the reaction yield, written as a fraction of the theoretical maximum amount of product (1.0 means a 100% yield; for example, 0.34 means a 34% yield). (1) The reactants are OC[CH2:3][C:4]1[C:17]([O:18][CH3:19])=[CH:16][CH:15]=[CH:14][C:5]=1[NH:6]C(OC(C)(C)C)=O.Br.[OH-].[Na+]. The catalyst is C(O)(=O)C. The product is [O:18]1[C:17]2=[CH:16][CH:15]=[CH:14][C:5]([NH2:6])=[C:4]2[CH2:3][CH2:19]1. The yield is 0.920. (2) The reactants are [CH3:1][C:2]1[N:7]=[C:6]([C:8]#N)[CH:5]=[C:4]([O:10][C:11]2[CH:12]=[N:13][CH:14]=[N:15][CH:16]=2)[CH:3]=1.[OH-:17].[Na+].Cl.[O:20]1CCOCC1. The catalyst is CO.C(Cl)Cl. The product is [CH3:1][C:2]1[N:7]=[C:6]([C:8]([OH:20])=[O:17])[CH:5]=[C:4]([O:10][C:11]2[CH:12]=[N:13][CH:14]=[N:15][CH:16]=2)[CH:3]=1. The yield is 0.990.